Binary Classification. Given a miRNA mature sequence and a target amino acid sequence, predict their likelihood of interaction. From a dataset of Experimentally validated miRNA-target interactions with 360,000+ pairs, plus equal number of negative samples. (1) The miRNA is mmu-miR-466q with sequence GUGCACACACACACAUACGU. The protein sequence of the target gene is MGNTTSERVSGERHGAKAARAEGGGHGPGKEHKIMVGSTDDPSVFSLPDSKLPGDKEFVPWQQDLDDSVKPAQQARPTVIRWSEGGKEVFISGSFNNWSTKIPLIKSHNDFVAILDLPEGEHQYKFFVDGQWVHDPSEPVVTSQLGTINNLIHVKKSDFEVFDALKLDSMESSETSCRDLSSSPPGPYGQEMYVFRSEERFKSPPILPPHLLQVILNKDTNISCDPALLPEPNHVMLNHLYALSIKDSVMVLSATHRYKKKYVTTLLYKPI. Result: 1 (interaction). (2) Result: 1 (interaction). The protein sequence of the target gene is MAPRLQLEKAAWRWAETVRPEEVSQEHIETAYRIWLEPCIRGVCRRNCKGNPNCLVGIGEHIWLGEIDENSFHNIDDPNCERRKKNSFVGLTNLGATCYVNTFLQVWFLNLELRQALYLCPSTCSDYMLGDGIQEEKDYEPQTICEHLQYLFALLQNSNRRYIDPSGFVKALGLDTGQQQDAQEFSKLFMSLLEDTLSKQKNPDVRNIVQQQFCGEYAYVTVCNQCGRESKLLSKFYELELNIQGHKQLTDCISEFLKEEKLEGDNRYFCENCQSKQNATRKIRLLSLPCTLNLQLMRFV.... The miRNA is hsa-miR-5590-3p with sequence AAUAAAGUUCAUGUAUGGCAA. (3) The miRNA is hsa-miR-143-5p with sequence GGUGCAGUGCUGCAUCUCUGGU. The protein sequence of the target gene is MPSSTAMAVGALSSSLLVTCCLMVALCSPSIPLEKLAQAPEQPGQEKREHASRDGPGRVNELGRPARDEGGSGRDWKSKSGRGLAGREPWSKLKQAWVSQGGGAKAGDLQVRPRGDTPQAEALAAAAQDAIGPELAPTPEPPEEYVYPDYRGKGCVDESGFVYAIGEKFAPGPSACPCLCTEEGPLCAQPECPRLHPRCIHVDTSQCCPQCKERKNYCEFRGKTYQTLEEFVVSPCERCRCEANGEVLCTVSACPQTECVDPVYEPDQCCPICKNGPNCFAETAVIPAGREVKTDECTIC.... Result: 1 (interaction).